From a dataset of Forward reaction prediction with 1.9M reactions from USPTO patents (1976-2016). Predict the product of the given reaction. Given the reactants [OH:1][CH:2]([C:26]1[CH:31]=[CH:30][C:29]([O:32][C:33]2[CH:34]=[N:35][CH:36]=[CH:37][CH:38]=2)=[CH:28][CH:27]=1)[CH:3]([NH:18][C:19](=O)[O:20]C(C)(C)C)[CH2:4][C:5]1[CH:10]=[CH:9][CH:8]=[C:7]([O:11][C:12]([F:17])([F:16])[CH:13]([F:15])[F:14])[CH:6]=1.FC(F)(F)C(O)=O.C(=O)([O-])O.[Na+].[F:51][C:52]1[C:61]2[C:56](=[CH:57][CH:58]=[CH:59][CH:60]=2)[C:55](C(O)=O)=[CH:54][CH:53]=1.Cl.C(N=C=NCCCN(C)C)C.O.ON1C2C=CC=CC=2N=N1, predict the reaction product. The product is: [F:51][C:52]1[C:61]2[C:56](=[CH:57][CH:58]=[CH:59][CH:60]=2)[C:55]([C:19]([NH:18][CH:3]([CH2:4][C:5]2[CH:10]=[CH:9][CH:8]=[C:7]([O:11][C:12]([F:17])([F:16])[CH:13]([F:14])[F:15])[CH:6]=2)[CH:2]([OH:1])[C:26]2[CH:27]=[CH:28][C:29]([O:32][C:33]3[CH:34]=[N:35][CH:36]=[CH:37][CH:38]=3)=[CH:30][CH:31]=2)=[O:20])=[CH:54][CH:53]=1.